This data is from Forward reaction prediction with 1.9M reactions from USPTO patents (1976-2016). The task is: Predict the product of the given reaction. (1) Given the reactants [NH2:1][CH:2]1[CH2:6][CH2:5][CH2:4][C:3]1([NH:8][C:9](=[O:15])[O:10][C:11]([CH3:14])([CH3:13])[CH3:12])[CH3:7].CCN(C(C)C)C(C)C.Cl[C:26]([O:28][C@@H:29]1[CH2:34][C@H:33]([CH3:35])[CH2:32][CH2:31][C@H:30]1[CH:36]([CH3:38])[CH3:37])=[O:27].C(=O)(O)[O-].[Na+], predict the reaction product. The product is: [C:11]([O:10][C:9]([NH:8][C:3]1([CH3:7])[CH2:4][CH2:5][CH2:6][CH:2]1[NH:1][C:26](=[O:27])[O:28][C@@H:29]1[CH2:34][C@H:33]([CH3:35])[CH2:32][CH2:31][C@H:30]1[CH:36]([CH3:38])[CH3:37])=[O:15])([CH3:14])([CH3:13])[CH3:12]. (2) Given the reactants [OH:1][CH:2]1[CH2:7][CH2:6][N:5]([C:8]([O:10][C:11]([CH3:14])([CH3:13])[CH3:12])=[O:9])[CH2:4][CH2:3]1.[H-].[Na+].[Cl:17][C:18]1[C:19](F)=[CH:20][C:21]([N+:27]([O-:29])=[O:28])=[C:22]([CH:26]=1)[C:23]([OH:25])=[O:24].O, predict the reaction product. The product is: [Cl:17][C:18]1[C:19]([O:1][CH:2]2[CH2:3][CH2:4][N:5]([C:8]([O:10][C:11]([CH3:14])([CH3:13])[CH3:12])=[O:9])[CH2:6][CH2:7]2)=[CH:20][C:21]([N+:27]([O-:29])=[O:28])=[C:22]([CH:26]=1)[C:23]([OH:25])=[O:24].